This data is from Full USPTO retrosynthesis dataset with 1.9M reactions from patents (1976-2016). The task is: Predict the reactants needed to synthesize the given product. (1) Given the product [Cl:1][C:2]1[CH:10]=[CH:9][C:8]([Cl:11])=[C:7]([CH3:12])[C:3]=1[C:4]([C:21]1[C:22]([O:26][CH3:27])=[C:23]([O:24][CH3:25])[C:18]([O:17][CH3:16])=[CH:19][C:20]=1[CH3:28])=[O:6], predict the reactants needed to synthesize it. The reactants are: [Cl:1][C:2]1[CH:10]=[CH:9][C:8]([Cl:11])=[C:7]([CH3:12])[C:3]=1[C:4]([OH:6])=O.ClCCl.[CH3:16][O:17][C:18]1[CH:19]=[C:20]([CH3:28])[CH:21]=[C:22]([O:26][CH3:27])[C:23]=1[O:24][CH3:25].O=P12OP3(OP(OP(O3)(O1)=O)(=O)O2)=O. (2) Given the product [Cl:34][C:35]1[CH:42]=[CH:41][C:38]([C:39]#[N:40])=[C:37]([NH:43][CH:44]([C:48]2[CH:53]=[CH:52][CH:51]=[CH:50][CH:49]=2)[CH2:45][CH2:46][I:32])[CH:36]=1, predict the reactants needed to synthesize it. The reactants are: C1(P(C2C=CC=CC=2)C2C=CC=CC=2)C=CC=CC=1.N(C(OCC)=O)=NC(OCC)=O.[I-:32].[Li+].[Cl:34][C:35]1[CH:42]=[CH:41][C:38]([C:39]#[N:40])=[C:37]([NH:43][CH:44]([C:48]2[CH:53]=[CH:52][CH:51]=[CH:50][CH:49]=2)[CH2:45][CH2:46]O)[CH:36]=1. (3) Given the product [CH2:1]([C:5]1[N:6]=[C:7]([CH3:27])[N:8]([C:34]2[CH:33]=[C:32]([C:30]([O:29][CH3:28])=[O:31])[C:40]3[O:39][CH2:38][CH2:37][C:36]=3[CH:35]=2)[C:9](=[O:26])[C:10]=1[CH2:11][C:12]1[CH:17]=[CH:16][C:15]([C:18]2[CH:23]=[CH:22][CH:21]=[CH:20][C:19]=2[C:24]#[N:25])=[CH:14][CH:13]=1)[CH2:2][CH2:3][CH3:4], predict the reactants needed to synthesize it. The reactants are: [CH2:1]([C:5]1[N:6]=[C:7]([CH3:27])[NH:8][C:9](=[O:26])[C:10]=1[CH2:11][C:12]1[CH:17]=[CH:16][C:15]([C:18]2[C:19]([C:24]#[N:25])=[CH:20][CH:21]=[CH:22][CH:23]=2)=[CH:14][CH:13]=1)[CH2:2][CH2:3][CH3:4].[CH3:28][O:29][C:30]([C:32]1[C:40]2[O:39][CH2:38][CH2:37][C:36]=2[CH:35]=[C:34](B(O)O)[CH:33]=1)=[O:31].C(N(CC)CC)C.N1C=CC=CC=1. (4) Given the product [CH:1]1([NH:7][C:14]([C:16]2[C:20]([CH3:21])=[C:19]([C:22]3[CH:27]=[C:26]([C:28]([F:29])([F:30])[F:31])[CH:25]=[C:24]([C:32]([F:35])([F:34])[F:33])[CH:23]=3)[N:18]([CH2:36][CH:37]3[CH2:38][CH2:39][CH2:40][CH2:41][CH2:42]3)[C:17]=2[CH3:43])=[O:13])[CH2:6][CH2:5][CH2:4][CH2:3][CH2:2]1, predict the reactants needed to synthesize it. The reactants are: [CH:1]1([NH2:7])[CH2:6][CH2:5][CH2:4][CH2:3][CH2:2]1.C[Al](C)C.C[O:13][C:14]([C:16]1[C:20]([CH3:21])=[C:19]([C:22]2[CH:27]=[C:26]([C:28]([F:31])([F:30])[F:29])[CH:25]=[C:24]([C:32]([F:35])([F:34])[F:33])[CH:23]=2)[N:18]([CH2:36][CH:37]2[CH2:42][CH2:41][CH2:40][CH2:39][CH2:38]2)[C:17]=1[CH3:43])=O. (5) Given the product [CH2:1]([S:5][C:6]1[N:14]=[C:13]2[C:9]([N:10]=[CH:11][N:12]2[C@@H:15]2[O:27][C@H:26]([CH2:28][OH:29])[C@@H:21]([OH:22])[C@H:16]2[OH:17])=[C:8]([NH:42][CH2:41][CH2:40][C:34]2[CH:39]=[CH:38][CH:37]=[CH:36][CH:35]=2)[N:7]=1)[CH2:2][CH2:3][CH3:4], predict the reactants needed to synthesize it. The reactants are: [CH2:1]([S:5][C:6]1[N:14]=[C:13]2[C:9]([N:10]=[CH:11][N:12]2[C@@H:15]2[O:27][C@H:26]([CH2:28][O:29]C(=O)C)[C@@H:21]([O:22]C(=O)C)[C@H:16]2[O:17]C(=O)C)=[C:8](Cl)[N:7]=1)[CH2:2][CH2:3][CH3:4].[C:34]1([CH2:40][CH2:41][NH2:42])[CH:39]=[CH:38][CH:37]=[CH:36][CH:35]=1. (6) Given the product [CH3:1][N:2]([CH3:13])[C:3]1[CH:8]=[CH:7][C:6]([S:9]([Cl:15])(=[O:11])=[O:10])=[CH:5][CH:4]=1, predict the reactants needed to synthesize it. The reactants are: [CH3:1][N:2]([CH3:13])[C:3]1[CH:8]=[CH:7][C:6]([S:9](O)(=[O:11])=[O:10])=[CH:5][CH:4]=1.C(Cl)[Cl:15].CN(C=O)C.C(Cl)(=O)C(Cl)=O. (7) Given the product [CH:21]1([NH:24][C:16](=[O:18])[C:15]2[CH:14]=[CH:13][C:12]([C:9]3[N:5]4[CH:6]=[CH:7][N:8]=[C:3]([S:2][CH3:1])[C:4]4=[N:11][CH:10]=3)=[CH:20][CH:19]=2)[CH2:23][CH2:22]1, predict the reactants needed to synthesize it. The reactants are: [CH3:1][S:2][C:3]1[C:4]2[N:5]([C:9]([C:12]3[CH:20]=[CH:19][C:15]([C:16]([OH:18])=O)=[CH:14][CH:13]=3)=[CH:10][N:11]=2)[CH:6]=[CH:7][N:8]=1.[CH:21]1([NH2:24])[CH2:23][CH2:22]1.CCN(C(C)C)C(C)C.CN(C(ON1N=NC2C=CC=NC1=2)=[N+](C)C)C.F[P-](F)(F)(F)(F)F.